From a dataset of Peptide-MHC class I binding affinity with 185,985 pairs from IEDB/IMGT. Regression. Given a peptide amino acid sequence and an MHC pseudo amino acid sequence, predict their binding affinity value. This is MHC class I binding data. The peptide sequence is LMAEDLANV. The MHC is HLA-A30:01 with pseudo-sequence HLA-A30:01. The binding affinity (normalized) is 0.0847.